From a dataset of Catalyst prediction with 721,799 reactions and 888 catalyst types from USPTO. Predict which catalyst facilitates the given reaction. (1) Reactant: [O:1]=[C:2]1[CH2:6][CH2:5][C:4](=[O:7])[N:3]1[O:8][C:9](=[O:36])[CH2:10][CH2:11][C:12]1[N:13]=[CH:14][N:15](C(C2C=CC=CC=2)(C2C=CC=CC=2)C2C=CC=CC=2)[CH:16]=1.C([SiH](C(C)C)C(C)C)(C)C.[F:47][C:48]([F:53])([F:52])[C:49]([OH:51])=[O:50]. Product: [F:47][C:48]([F:53])([F:52])[C:49]([O-:51])=[O:50].[O:7]=[C:4]1[CH2:5][CH2:6][C:2](=[O:1])[N:3]1[O:8][C:9]([CH2:10][CH2:11][C:12]1[N:13]=[CH:14][NH2+:15][CH:16]=1)=[O:36]. The catalyst class is: 2. (2) Reactant: [Cl:1][C:2]1[CH:7]=[CH:6][C:5]([C@H:8]2[C@H:13]([OH:14])[C@@H:12]([OH:15])[C@H:11]([OH:16])[C:10](=[CH2:17])[O:9]2)=[CH:4][C:3]=1[CH2:18][C:19]1[CH:24]=[CH:23][C:22]([O:25][CH2:26][CH3:27])=[CH:21][CH:20]=1.[H-].[Na+].[CH2:30](Br)[C:31]1[CH:36]=[CH:35][CH:34]=[CH:33][CH:32]=1.[I-].[C:39]([NH3+])([CH3:42])([CH3:41])[CH3:40]. Product: [CH2:30]([O:14][C@@H:13]1[C@@H:12]([O:15][CH2:40][C:39]2[CH:42]=[CH:17][CH:10]=[CH:11][CH:41]=2)[C@H:11]([O:16][CH2:18][C:3]2[CH:4]=[CH:5][CH:6]=[CH:7][CH:2]=2)[C:10](=[CH2:17])[O:9][C@H:8]1[C:5]1[CH:6]=[CH:7][C:2]([Cl:1])=[C:3]([CH2:18][C:19]2[CH:20]=[CH:21][C:22]([O:25][CH2:26][CH3:27])=[CH:23][CH:24]=2)[CH:4]=1)[C:31]1[CH:36]=[CH:35][CH:34]=[CH:33][CH:32]=1. The catalyst class is: 18.